From a dataset of Full USPTO retrosynthesis dataset with 1.9M reactions from patents (1976-2016). Predict the reactants needed to synthesize the given product. (1) Given the product [ClH:59].[Br:1][C:2]1[CH:3]=[C:4]([CH2:14][N:15]2[C:19]([CH3:20])=[CH:18][C:17]([C:21]([NH:23][C:24]3[CH:29]=[CH:28][C:27]([CH2:30][N:32]4[CH2:37][CH2:36][CH:35]([OH:38])[CH2:34][CH2:33]4)=[CH:26][CH:25]=3)=[O:22])=[N:16]2)[C:5]2[O:9][C:8]([CH:10]([CH3:11])[CH3:12])=[CH:7][C:6]=2[CH:13]=1, predict the reactants needed to synthesize it. The reactants are: [Br:1][C:2]1[CH:3]=[C:4]([CH2:14][N:15]2[C:19]([CH3:20])=[CH:18][C:17]([C:21]([NH:23][C:24]3[CH:29]=[CH:28][C:27]([CH:30]=O)=[CH:26][CH:25]=3)=[O:22])=[N:16]2)[C:5]2[O:9][C:8]([CH:10]([CH3:12])[CH3:11])=[CH:7][C:6]=2[CH:13]=1.[NH:32]1[CH2:37][CH2:36][CH:35]([OH:38])[CH2:34][CH2:33]1.C(O[BH-](OC(=O)C)OC(=O)C)(=O)C.[Na+].CCOC(C)=O.[Cl-:59].[Na+].O. (2) Given the product [NH2:1][C:2]1[N:10]=[CH:9][N:8]=[C:7]2[C:3]=1[N:4]=[CH:5][N:6]2[C@@H:11]1[O:12][C@H:13]([CH2:21][N:22]([CH3:41])[CH2:23][CH2:24][C@@H:25]([NH:27][C:28]([NH:30][C:31]2[CH:32]=[CH:33][C:34]([C:37]([CH3:38])([CH3:40])[CH3:39])=[CH:35][CH:36]=2)=[O:29])[CH3:26])[C@@H:14]([OH:15])[C@H:18]1[OH:17], predict the reactants needed to synthesize it. The reactants are: [NH2:1][C:2]1[N:10]=[CH:9][N:8]=[C:7]2[C:3]=1[N:4]=[CH:5][N:6]2[C@H:11]1[C@H:18]2[C@H:14]([O:15]C(C)(C)[O:17]2)[C@@H:13]([CH2:21][N:22]([CH3:41])[CH2:23][CH2:24][C@@H:25]([NH:27][C:28]([NH:30][C:31]2[CH:36]=[CH:35][C:34]([C:37]([CH3:40])([CH3:39])[CH3:38])=[CH:33][CH:32]=2)=[O:29])[CH3:26])[O:12]1.C([O-])([O-])=O.[K+].[K+]. (3) Given the product [C:19]([O:23][C:24](=[O:26])[NH:25][C@H:9]([C@@H:8]1[CH2:13][CH2:12][N:28]([C:11]2[C:12]([CH3:14])=[C:13]3[C:8]([C:7](=[O:17])[NH:6][C:5](=[O:18])[N:4]3[CH:1]3[CH2:3][CH2:2]3)=[CH:9][C:10]=2[F:16])[CH2:7]1)[CH3:10])([CH3:22])([CH3:21])[CH3:20], predict the reactants needed to synthesize it. The reactants are: [CH:1]1([N:4]2[C:13]3[C:8](=[CH:9][C:10]([F:16])=[C:11](F)[C:12]=3[CH3:14])[C:7](=[O:17])[NH:6][C:5]2=[O:18])[CH2:3][CH2:2]1.[C:19]([O:23][C:24](=[O:26])[NH2:25])([CH3:22])([CH3:21])[CH3:20].[Cl-].[NH4+:28]. (4) Given the product [S:1]1[C:5]2[CH:6]=[CH:7][CH:8]=[CH:9][C:4]=2[N:3]=[C:2]1[NH:10][C:11]1[CH:26]=[CH:25][C:14]([O:15][C:16]2[N:24]=[CH:23][CH:22]=[CH:21][C:17]=2[C:18]([NH:31][CH2:30][CH:27]2[CH2:29][CH2:28]2)=[O:19])=[CH:13][CH:12]=1, predict the reactants needed to synthesize it. The reactants are: [S:1]1[C:5]2[CH:6]=[CH:7][CH:8]=[CH:9][C:4]=2[N:3]=[C:2]1[NH:10][C:11]1[CH:26]=[CH:25][C:14]([O:15][C:16]2[N:24]=[CH:23][CH:22]=[CH:21][C:17]=2[C:18](O)=[O:19])=[CH:13][CH:12]=1.[CH:27]1([CH2:30][NH2:31])[CH2:29][CH2:28]1.C(N(CC)CC)C.CN(C(ON1N=NC2C=CC=NC1=2)=[N+](C)C)C.F[P-](F)(F)(F)(F)F. (5) Given the product [CH2:26]([O:25][C:24]1[CH:19]=[CH:20][C:21]([S:28]([NH2:31])(=[O:29])=[O:30])=[CH:22][C:23]=1[C:6]1[CH:5]=[CH:4][C:3](=[O:17])[N:2]([CH3:1])[CH:7]=1)[CH3:27], predict the reactants needed to synthesize it. The reactants are: [CH3:1][N:2]1[CH:7]=[C:6](B2OC(C)(C)C(C)(C)O2)[CH:5]=[CH:4][C:3]1=[O:17].Br[C:19]1[CH:20]=[C:21]([S:28]([NH2:31])(=[O:30])=[O:29])[CH:22]=[CH:23][C:24]=1[O:25][CH2:26][CH3:27].C(=O)(O)[O-]. (6) Given the product [CH3:23][CH:20]1[CH2:21][CH2:22][N:18]([C:14]2[N:13]=[C:12]([NH:11][C:4]3[C:5]4[N:6]([CH:8]=[CH:9][N:10]=4)[N:7]=[C:2]([C:24]4[CH:29]=[CH:28][CH:27]=[CH:26][CH:25]=4)[CH:3]=3)[CH:17]=[CH:16][CH:15]=2)[CH2:19]1, predict the reactants needed to synthesize it. The reactants are: Cl[C:2]1[CH:3]=[C:4]([NH:11][C:12]2[CH:17]=[CH:16][CH:15]=[C:14]([N:18]3[CH2:22][CH2:21][CH:20]([CH3:23])[CH2:19]3)[N:13]=2)[C:5]2[N:6]([CH:8]=[CH:9][N:10]=2)[N:7]=1.[C:24]1(B(O)O)[CH:29]=[CH:28][CH:27]=[CH:26][CH:25]=1.CC(C1C=C(C(C)C)C(C2C=CC=CC=2P(C2CCCCC2)C2CCCCC2)=C(C(C)C)C=1)C.C([O-])([O-])=O.[Na+].[Na+]. (7) Given the product [Si:1]([O:8][C@H:9]1[C@H:13]2[O:14][CH2:15][C@@H:16]([O:17][C:18]3[N:28]([CH2:29][O:30][CH2:31][CH2:32][Si:33]([CH3:36])([CH3:35])[CH3:34])[C:21]4=[N:22][C:23]([C:45]5[CH:50]=[CH:49][C:48]([C@@H:51]6[CH2:52][CH2:53][C@H:54]([OH:57])[CH2:55][CH2:56]6)=[CH:47][CH:46]=5)=[C:24]([Cl:26])[CH:25]=[C:20]4[N:19]=3)[C@H:12]2[O:11][CH2:10]1)([C:4]([CH3:7])([CH3:6])[CH3:5])([CH3:3])[CH3:2], predict the reactants needed to synthesize it. The reactants are: [Si:1]([O:8][C@H:9]1[C@H:13]2[O:14][CH2:15][C@@H:16]([O:17][C:18]3[N:28]([CH2:29][O:30][CH2:31][CH2:32][Si:33]([CH3:36])([CH3:35])[CH3:34])[C:21]4=[N:22][C:23](I)=[C:24]([Cl:26])[CH:25]=[C:20]4[N:19]=3)[C@H:12]2[O:11][CH2:10]1)([C:4]([CH3:7])([CH3:6])[CH3:5])([CH3:3])[CH3:2].CC1(C)C(C)(C)OB([C:45]2[CH:50]=[CH:49][C:48]([C@@H:51]3[CH2:56][CH2:55][C@H:54]([OH:57])[CH2:53][CH2:52]3)=[CH:47][CH:46]=2)O1.